This data is from Reaction yield outcomes from USPTO patents with 853,638 reactions. The task is: Predict the reaction yield, written as a fraction of the theoretical maximum amount of product (1.0 means a 100% yield; for example, 0.34 means a 34% yield). (1) The reactants are [CH3:1][C:2]1[CH2:6][CH2:5][C:4]([CH3:8])([CH3:7])[C:3]=1[C:9]#N.[H-].C([Al+]CC(C)C)C(C)C.C([O:23]CC)C. The catalyst is ClCCl. The product is [CH3:1][C:2]1[CH2:6][CH2:5][C:4]([CH3:8])([CH3:7])[C:3]=1[CH:9]=[O:23]. The yield is 0.680. (2) The reactants are [CH2:1]([O:8][CH2:9][C:10]([CH:12]1[CH2:18][CH2:17][CH2:16][C:15]2[CH:19]=[C:20]([N:23]3[CH2:27][C@H:26]([CH2:28][NH:29][C:30](=[O:32])[CH3:31])[O:25][C:24]3=[O:33])[CH:21]=[CH:22][C:14]=2[C:13]1=O)=O)C1C=CC=CC=1.O.[NH2:36][NH2:37].O.ClCCl. The catalyst is C(O)C. The product is [CH2:1]([O:8][CH2:9][C:10]1[C:12]2[CH2:18][CH2:17][CH2:16][C:15]3[CH:19]=[C:20]([N:23]4[CH2:27][C@H:26]([CH2:28][NH:29][C:30](=[O:32])[CH3:31])[O:25][C:24]4=[O:33])[CH:21]=[CH:22][C:14]=3[C:13]=2[NH:37][N:36]=1)[C:14]1[CH:22]=[CH:21][CH:20]=[CH:19][CH:15]=1. The yield is 0.230. (3) The reactants are [OH:1][N:2]1[C:6](=[O:7])[CH:5]=[CH:4][C:3]1=[O:8].CCN(CC)CC.[C:16](Cl)(=[O:18])[CH3:17]. The catalyst is C(Cl)Cl. The product is [O:8]=[C:3]1[CH:4]=[CH:5][C:6](=[O:7])[N:2]1[O:1][C:16](=[O:18])[CH3:17]. The yield is 0.410. (4) The reactants are [C:1]([NH:8][CH2:9][CH2:10][OH:11])([O:3][C:4]([CH3:7])([CH3:6])[CH3:5])=[O:2].[C:12](Cl)(=[O:14])[CH3:13]. The product is [C:1]([NH:8][CH2:9][CH2:10][O:11][C:12](=[O:14])[CH3:13])([O:3][C:4]([CH3:5])([CH3:6])[CH3:7])=[O:2]. The catalyst is C(Cl)Cl. The yield is 0.800. (5) The catalyst is ClCCl. The yield is 0.530. The reactants are [Cl:1][C:2]1[CH:10]=[CH:9][CH:8]=[C:7]2[C:3]=1[C:4]1([C:20]3=[CH:21][C:22]4[O:26][CH2:25][O:24][C:23]=4[CH:27]=[C:19]3[O:18][CH2:17]1)[C:5](=[O:16])[N:6]2[CH2:11][C:12](=[N:14][OH:15])[NH2:13].C(NC(C)C)(C)C.[CH:35]1([C:38](Cl)=[O:39])[CH2:37][CH2:36]1. The product is [Cl:1][C:2]1[CH:10]=[CH:9][CH:8]=[C:7]2[C:3]=1[C:4]1([C:20]3=[CH:21][C:22]4[O:26][CH2:25][O:24][C:23]=4[CH:27]=[C:19]3[O:18][CH2:17]1)[C:5](=[O:16])[N:6]2[CH2:11][C:12](=[N:14][O:15][C:38]([CH:35]1[CH2:37][CH2:36]1)=[O:39])[NH2:13]. (6) The reactants are [Cl-].O[NH3+:3].[C:4](=[O:7])([O-])[OH:5].[Na+].CS(C)=O.[CH3:13][CH:14]([C:16]1[CH:21]=[CH:20][C:19]([N:22]2[C:27](=[O:28])[C:26]([CH2:29][C:30]3[CH:35]=[CH:34][C:33]([C:36]4[C:37]([C:42]#[N:43])=[CH:38][CH:39]=[CH:40][CH:41]=4)=[CH:32][CH:31]=3)=[C:25]([CH2:44][CH2:45][CH3:46])[N:24]3[N:47]=[CH:48][N:49]=[C:23]23)=[CH:18][CH:17]=1)[CH3:15]. The catalyst is C(OCC)(=O)C. The product is [CH3:13][CH:14]([C:16]1[CH:17]=[CH:18][C:19]([N:22]2[C:27](=[O:28])[C:26]([CH2:29][C:30]3[CH:35]=[CH:34][C:33]([C:36]4[CH:41]=[CH:40][CH:39]=[CH:38][C:37]=4[C:42]4[NH:3][C:4](=[O:7])[O:5][N:43]=4)=[CH:32][CH:31]=3)=[C:25]([CH2:44][CH2:45][CH3:46])[N:24]3[N:47]=[CH:48][N:49]=[C:23]23)=[CH:20][CH:21]=1)[CH3:15]. The yield is 0.420.